Task: Predict the reactants needed to synthesize the given product.. Dataset: Full USPTO retrosynthesis dataset with 1.9M reactions from patents (1976-2016) (1) Given the product [Cl:29][C:30]1[N:34]([CH3:35])[N:33]=[C:32]([NH:36][C:8](=[O:9])[CH:7]([N:11]2[C:16](=[O:17])[CH:15]=[C:14]([O:18][C:19]3[CH:24]=[CH:23][CH:22]=[CH:21][C:20]=3[C:25]([F:27])([F:26])[F:28])[CH:13]=[N:12]2)[CH2:6][CH:1]2[CH2:5][CH2:4][CH2:3][CH2:2]2)[CH:31]=1, predict the reactants needed to synthesize it. The reactants are: [CH:1]1([CH2:6][CH:7]([N:11]2[C:16](=[O:17])[CH:15]=[C:14]([O:18][C:19]3[CH:24]=[CH:23][CH:22]=[CH:21][C:20]=3[C:25]([F:28])([F:27])[F:26])[CH:13]=[N:12]2)[C:8](O)=[O:9])[CH2:5][CH2:4][CH2:3][CH2:2]1.[Cl:29][C:30]1[N:34]([CH3:35])[N:33]=[C:32]([NH2:36])[CH:31]=1. (2) The reactants are: C(OC([N:8]1[C:16]2[C:11](=[CH:12][CH:13]=[C:14]([O:17][CH2:18][CH2:19][CH2:20][N:21]3[CH2:26][CH2:25][CH2:24][CH:23]([OH:27])[CH2:22]3)[CH:15]=2)[CH:10]=[C:9]1[C:28]1[C:29]2[S:42][C:41]([C:43]3[CH:48]=[CH:47][CH:46]=[CH:45][CH:44]=3)=[CH:40][C:30]=2[N:31](C(OC(C)(C)C)=O)[N:32]=1)=O)(C)(C)C.C1(OC)C=CC=CC=1.ClCCl.FC(F)(F)C(O)=O. Given the product [C:43]1([C:41]2[S:42][C:29]3[C:28]([C:9]4[NH:8][C:16]5[C:11]([CH:10]=4)=[CH:12][CH:13]=[C:14]([O:17][CH2:18][CH2:19][CH2:20][N:21]4[CH2:26][CH2:25][CH2:24][CH:23]([OH:27])[CH2:22]4)[CH:15]=5)=[N:32][NH:31][C:30]=3[CH:40]=2)[CH:44]=[CH:45][CH:46]=[CH:47][CH:48]=1, predict the reactants needed to synthesize it. (3) Given the product [CH3:1][C:2]1[CH:9]=[CH:8][CH:7]=[CH:6][C:3]=1[CH:4]=[CH:17][C:18]([OH:20])=[O:19], predict the reactants needed to synthesize it. The reactants are: [CH3:1][C:2]1[CH:9]=[CH:8][CH:7]=[CH:6][C:3]=1[CH:4]=O.N1C=CC=CC=1.C(O)(=O)[CH2:17][C:18]([OH:20])=[O:19].Cl. (4) Given the product [Cl:1][C:2]1[CH:3]=[C:4]([N:17]([C:38]2[CH:43]=[CH:42][C:41]([F:44])=[CH:40][C:39]=2[CH3:45])[C:18]([O:20][CH:21]([O:23][C:24](=[O:37])[CH2:25][CH2:26][C:27]([OH:29])=[O:28])[CH3:22])=[O:19])[CH:5]=[CH:6][C:7]=1[C:8](=[O:16])[C:9]1[CH:14]=[CH:13][CH:12]=[CH:11][C:10]=1[CH3:15], predict the reactants needed to synthesize it. The reactants are: [Cl:1][C:2]1[CH:3]=[C:4]([N:17]([C:38]2[CH:43]=[CH:42][C:41]([F:44])=[CH:40][C:39]=2[CH3:45])[C:18]([O:20][CH:21]([O:23][C:24](=[O:37])[CH2:25][CH2:26][C:27]([O:29]CC2C=CC=CC=2)=[O:28])[CH3:22])=[O:19])[CH:5]=[CH:6][C:7]=1[C:8](=[O:16])[C:9]1[CH:14]=[CH:13][CH:12]=[CH:11][C:10]=1[CH3:15]. (5) Given the product [Cl:22][C:10]1[C:11]2[N:15]=[N:14][N:13]([CH2:16][CH:17]3[CH2:19][CH2:18]3)[C:12]=2[CH:20]=[CH:21][C:9]=1[C:8]#[C:7][CH2:6][N:26]1[CH2:27][C:28](=[O:29])[N:24]([CH3:23])[C:25]1=[O:30], predict the reactants needed to synthesize it. The reactants are: CS(O[CH2:6][C:7]#[C:8][C:9]1[CH:21]=[CH:20][C:12]2[N:13]([CH2:16][CH:17]3[CH2:19][CH2:18]3)[N:14]=[N:15][C:11]=2[C:10]=1[Cl:22])(=O)=O.[CH3:23][N:24]1[C:28](=[O:29])[CH2:27][NH:26][C:25]1=[O:30].C(=O)([O-])[O-].[K+].[K+].